This data is from Full USPTO retrosynthesis dataset with 1.9M reactions from patents (1976-2016). The task is: Predict the reactants needed to synthesize the given product. (1) Given the product [CH3:1][O:2][C:10]1[CH:9]=[CH:8][C:7]([Br:6])=[CH:12][N:11]=1, predict the reactants needed to synthesize it. The reactants are: [CH3:1][OH:2].C[O-].[Na+].[Br:6][C:7]1[CH:8]=[CH:9][C:10](Cl)=[N:11][CH:12]=1.O. (2) Given the product [Cl:16][C:7]1[CH:8]=[C:9]([F:15])[C:10]([N+:12]([O-:14])=[O:13])=[CH:11][C:6]=1[OH:5], predict the reactants needed to synthesize it. The reactants are: C(OC(=O)[O:5][C:6]1[CH:11]=[C:10]([N+:12]([O-:14])=[O:13])[C:9]([F:15])=[CH:8][C:7]=1[Cl:16])C.C(=O)(O)[O-].[Na+]. (3) Given the product [O:30]1[CH:31]=[CH:32][C:28]([NH:27][CH2:17][C@@H:15]2[O:14][C:13](=[O:19])[N:12]([C:9]3[CH:10]=[CH:11][C:6]([N:1]4[CH:5]=[CH:4][N:3]=[CH:2]4)=[C:7]([F:20])[CH:8]=3)[CH2:16]2)=[N:29]1, predict the reactants needed to synthesize it. The reactants are: [N:1]1([C:6]2[CH:11]=[CH:10][C:9]([N:12]3[CH2:16][C@H:15]([CH2:17]O)[O:14][C:13]3=[O:19])=[CH:8][C:7]=2[F:20])[CH:5]=[CH:4][N:3]=[CH:2]1.ClC(Cl)(Cl)COC([NH:27][C:28]1[CH:32]=[CH:31][O:30][N:29]=1)=O.C(P(CCCC)CCCC)CCC.N(C(N1CCCCC1)=O)=NC(N1CCCCC1)=O. (4) Given the product [Cl:1][C:2]1[C:6]([C:7]([OH:21])=[O:8])=[CH:5][NH:4][C:3]=1[C:9]([O:11][CH3:12])=[O:10], predict the reactants needed to synthesize it. The reactants are: [Cl:1][C:2]1[C:6]([CH:7]=[O:8])=[CH:5][NH:4][C:3]=1[C:9]([O:11][CH3:12])=[O:10].CC(=CC)C.C1C[O:21]CC1.P([O-])(O)(O)=O.[Na+].Cl([O-])=O.[Na+].C(O)(=O)CC(CC(O)=O)(C(O)=O)O. (5) Given the product [C:5]([N:8]1[C:17]2[CH:16]=[CH:15][C:14]([NH:18][S:35]([CH3:34])(=[O:37])=[O:36])=[CH:13][C:12]=2[C:11]2[N:19]([C:25]3[CH:33]=[CH:32][C:28]4[O:29][CH2:30][O:31][C:27]=4[CH:26]=3)[N:20]=[C:21]([C:22]([NH2:24])=[O:23])[C:10]=2[CH2:9]1)(=[O:7])[CH3:6], predict the reactants needed to synthesize it. The reactants are: C(O)(=O)C.[C:5]([N:8]1[C:17]2[CH:16]=[CH:15][C:14]([NH2:18])=[CH:13][C:12]=2[C:11]2[N:19]([C:25]3[CH:33]=[CH:32][C:28]4[O:29][CH2:30][O:31][C:27]=4[CH:26]=3)[N:20]=[C:21]([C:22]([NH2:24])=[O:23])[C:10]=2[CH2:9]1)(=[O:7])[CH3:6].[CH3:34][S:35](Cl)(=[O:37])=[O:36]. (6) Given the product [Br:1][C:2]1[C:3]([O:9][CH3:10])=[C:4]([NH:8][C:21](=[O:23])[CH:20]=[N:11][OH:12])[CH:5]=[CH:6][CH:7]=1, predict the reactants needed to synthesize it. The reactants are: [Br:1][C:2]1[C:3]([O:9][CH3:10])=[C:4]([NH2:8])[CH:5]=[CH:6][CH:7]=1.[NH2:11][OH:12].OS(O)(=O)=O.Cl.Cl[C:20](Cl)(Cl)[CH:21]([OH:23])O.[O-]S([O-])(=O)=O.[Na+].[Na+]. (7) The reactants are: [S-:1][C:2]#[N:3].[Na+].[F:5][C:6]1[CH:11]=[CH:10][C:9]([CH2:12][C:13](Cl)=[O:14])=[CH:8][CH:7]=1.[F:16][C:17]1[CH:18]=[C:19]([NH2:36])[CH:20]=[CH:21][C:22]=1[O:23][CH:24]1[C:29]2=[C:30]([CH:33]([CH3:35])[CH3:34])[CH:31]=[CH:32][N:28]2[N:27]=[CH:26][NH:25]1.C1COCC1.ClCCl. Given the product [F:16][C:17]1[CH:18]=[C:19]([NH:36][C:2]([NH:3][C:13](=[O:14])[CH2:12][C:9]2[CH:10]=[CH:11][C:6]([F:5])=[CH:7][CH:8]=2)=[S:1])[CH:20]=[CH:21][C:22]=1[O:23][CH:24]1[C:29]2=[C:30]([CH:33]([CH3:34])[CH3:35])[CH:31]=[CH:32][N:28]2[N:27]=[CH:26][NH:25]1, predict the reactants needed to synthesize it. (8) The reactants are: C(#N)C.C(=O)([O-])[O-].[K+].[K+].CC1(C)C(C)(C)OB([C:18]2[CH2:23][CH2:22][CH:21]([C:24]([O:26][CH2:27][CH3:28])=[O:25])[CH2:20][CH:19]=2)O1.Br[C:31]1[CH:36]=[CH:35][C:34]([NH:37][C:38](=[O:44])[O:39][C:40]([CH3:43])([CH3:42])[CH3:41])=[C:33]([F:45])[CH:32]=1. Given the product [C:40]([O:39][C:38]([NH:37][C:34]1[CH:35]=[CH:36][C:31]([C:18]2[CH2:23][CH2:22][CH:21]([C:24]([O:26][CH2:27][CH3:28])=[O:25])[CH2:20][CH:19]=2)=[CH:32][C:33]=1[F:45])=[O:44])([CH3:43])([CH3:41])[CH3:42], predict the reactants needed to synthesize it. (9) Given the product [CH3:25][O:26][C:27]1[CH:28]=[C:29]2[C:33](=[CH:34][CH:35]=1)[N:32]([CH3:36])[CH:31]=[C:30]2[C:2]1[NH:14][C:5]2=[N:6][CH:7]=[C:8]3[CH:12]=[N:11][N:10]([CH3:13])[C:9]3=[C:4]2[CH:3]=1, predict the reactants needed to synthesize it. The reactants are: I[C:2]1[N:14](S(C2C=CC(C)=CC=2)(=O)=O)[C:5]2=[N:6][CH:7]=[C:8]3[CH:12]=[N:11][N:10]([CH3:13])[C:9]3=[C:4]2[CH:3]=1.[CH3:25][O:26][C:27]1[CH:28]=[C:29]2[C:33](=[CH:34][CH:35]=1)[N:32]([CH3:36])[CH:31]=[C:30]2B1OC(C)(C)C(C)(C)O1.C([O-])([O-])=O.[Na+].[Na+].[OH-].[Na+]. (10) The reactants are: [F:1][C:2]1[CH:11]=[CH:10][C:9]([NH2:12])=[C:8]2[C:3]=1[CH2:4][CH2:5][CH2:6][NH:7]2.FC1C=CC(N)=C2C=1C=CC=N2.[C:25]([O:29][C:30]([NH:32][C@@H:33]([CH3:37])[C:34](O)=[O:35])=[O:31])([CH3:28])([CH3:27])[CH3:26].C1C=NC2N(O)N=NC=2C=1.CCN=C=NCCCN(C)C.Cl. Given the product [C:25]([O:29][C:30](=[O:31])[NH:32][C@H:33]([C:34](=[O:35])[NH:12][C:9]1[CH:10]=[CH:11][C:2]([F:1])=[C:3]2[C:8]=1[NH:7][CH2:6][CH2:5][CH2:4]2)[CH3:37])([CH3:26])([CH3:27])[CH3:28], predict the reactants needed to synthesize it.